From a dataset of NCI-60 drug combinations with 297,098 pairs across 59 cell lines. Regression. Given two drug SMILES strings and cell line genomic features, predict the synergy score measuring deviation from expected non-interaction effect. (1) Cell line: NCI/ADR-RES. Drug 2: COCCOC1=C(C=C2C(=C1)C(=NC=N2)NC3=CC=CC(=C3)C#C)OCCOC.Cl. Drug 1: CN(C)N=NC1=C(NC=N1)C(=O)N. Synergy scores: CSS=3.31, Synergy_ZIP=-1.14, Synergy_Bliss=3.22, Synergy_Loewe=2.49, Synergy_HSA=2.93. (2) Drug 1: C1CC(C1)(C(=O)O)C(=O)O.[NH2-].[NH2-].[Pt+2]. Cell line: OVCAR-5. Synergy scores: CSS=12.8, Synergy_ZIP=-9.95, Synergy_Bliss=-9.28, Synergy_Loewe=-9.41, Synergy_HSA=-6.05. Drug 2: C1=NC2=C(N1)C(=S)N=CN2. (3) Drug 1: C1=CN(C(=O)N=C1N)C2C(C(C(O2)CO)O)O.Cl. Drug 2: CS(=O)(=O)OCCCCOS(=O)(=O)C. Cell line: RXF 393. Synergy scores: CSS=1.36, Synergy_ZIP=5.03, Synergy_Bliss=0.316, Synergy_Loewe=-3.35, Synergy_HSA=-0.668. (4) Drug 1: CCCCC(=O)OCC(=O)C1(CC(C2=C(C1)C(=C3C(=C2O)C(=O)C4=C(C3=O)C=CC=C4OC)O)OC5CC(C(C(O5)C)O)NC(=O)C(F)(F)F)O. Drug 2: C1CN1C2=NC(=NC(=N2)N3CC3)N4CC4. Cell line: RPMI-8226. Synergy scores: CSS=58.3, Synergy_ZIP=2.32, Synergy_Bliss=3.24, Synergy_Loewe=-13.1, Synergy_HSA=-3.87.